Dataset: Forward reaction prediction with 1.9M reactions from USPTO patents (1976-2016). Task: Predict the product of the given reaction. (1) The product is: [CH2:1]([O:3][C:4]1[CH:19]=[CH:18][C:7]([CH2:8][CH:9]([C:14]([O:16][CH3:17])=[O:15])[C:10]([O:12][CH3:13])=[O:11])=[CH:6][C:5]=1[CH2:20][O:21][C:31]([NH:30][C:26]1[CH:27]=[CH:28][CH:29]=[C:24]([O:23][CH3:22])[CH:25]=1)=[O:32])[CH3:2]. Given the reactants [CH2:1]([O:3][C:4]1[CH:19]=[CH:18][C:7]([CH2:8][CH:9]([C:14]([O:16][CH3:17])=[O:15])[C:10]([O:12][CH3:13])=[O:11])=[CH:6][C:5]=1[CH2:20][OH:21])[CH3:2].[CH3:22][O:23][C:24]1[CH:25]=[C:26]([N:30]=[C:31]=[O:32])[CH:27]=[CH:28][CH:29]=1, predict the reaction product. (2) Given the reactants [N+:1]([C:4]1[CH:9]=[CH:8][CH:7]=[C:6]([CH:10]=[CH2:11])[CH:5]=1)([O-:3])=[O:2].Br[C:13]1[CH:18]=[CH:17][CH:16]=[C:15]([O:19][C:20](F)(F)F)[CH:14]=1.CC([O-])=O.[Na+].C1C=CC(P(C2C=CC=CC=2)C2C=CC=CC=2)=CC=1, predict the reaction product. The product is: [N+:1]([C:4]1[CH:9]=[CH:8][CH:7]=[C:6](/[CH:10]=[CH:11]/[C:18]2[CH:17]=[CH:16][C:15]([O:19][CH3:20])=[CH:14][CH:13]=2)[CH:5]=1)([O-:3])=[O:2]. (3) Given the reactants [NH:1]1[C:9]2[C:4](=[CH:5][CH:6]=[C:7]3[CH:13]=[CH:12][CH:11]=[CH:10][C:8]3=2)[CH:3]=[CH:2]1.C[Si]([N-][Si](C)(C)C)(C)C.[K+].CN(C=O)C.Cl[CH2:30][C:31]([NH:33][C@H:34]([C:44]1[C:49]([C:50]2[CH:51]=[CH:52][C:53]([F:59])=[C:54]([CH:58]=2)[C:55]([NH2:57])=[O:56])=[CH:48][CH:47]=[CH:46][N:45]=1)[CH2:35][C:36]1[CH:41]=[C:40]([F:42])[CH:39]=[C:38]([F:43])[CH:37]=1)=[O:32], predict the reaction product. The product is: [N:1]1([CH2:30][C:31]([NH:33][C@H:34]([C:44]2[C:49]([C:50]3[CH:51]=[CH:52][C:53]([F:59])=[C:54]([CH:58]=3)[C:55]([NH2:57])=[O:56])=[CH:48][CH:47]=[CH:46][N:45]=2)[CH2:35][C:36]2[CH:41]=[C:40]([F:42])[CH:39]=[C:38]([F:43])[CH:37]=2)=[O:32])[C:9]2[C:4](=[CH:5][CH:6]=[C:7]3[CH:13]=[CH:12][CH:11]=[CH:10][C:8]3=2)[CH:3]=[CH:2]1. (4) Given the reactants [C:1]([O:5][C:6](=[O:34])[NH:7][C:8]1[CH:9]=[C:10]2[CH:16]=[C:15]([CH:17]([OH:24])[CH2:18][CH:19]3[CH2:23][CH2:22][CH2:21][CH2:20]3)[N:14]([S:25]([C:28]3[CH:33]=[CH:32][CH:31]=[CH:30][CH:29]=3)(=[O:27])=[O:26])[C:11]2=[N:12][CH:13]=1)([CH3:4])([CH3:3])[CH3:2].CC(OI1(OC(C)=O)(OC(C)=O)OC(=O)C2C=CC=CC1=2)=O, predict the reaction product. The product is: [C:1]([O:5][C:6](=[O:34])[NH:7][C:8]1[CH:9]=[C:10]2[CH:16]=[C:15]([C:17](=[O:24])[CH2:18][CH:19]3[CH2:23][CH2:22][CH2:21][CH2:20]3)[N:14]([S:25]([C:28]3[CH:33]=[CH:32][CH:31]=[CH:30][CH:29]=3)(=[O:27])=[O:26])[C:11]2=[N:12][CH:13]=1)([CH3:4])([CH3:2])[CH3:3]. (5) The product is: [CH3:19][N:20]([CH3:24])[C:21]([N:1]1[CH2:2][CH2:3][CH:4]([C:5]([O:7][CH2:8][CH3:9])=[O:6])[CH2:10][CH2:11]1)=[O:22]. Given the reactants [NH:1]1[CH2:11][CH2:10][CH:4]([C:5]([O:7][CH2:8][CH3:9])=[O:6])[CH2:3][CH2:2]1.C(N(CC)CC)C.[CH3:19][N:20]([CH3:24])[C:21](Cl)=[O:22].O, predict the reaction product. (6) Given the reactants [C:1]([O:5][C:6]([N:8]1[CH2:12][C@@H:11]([O:13][CH3:14])[CH2:10][C@H:9]1[C:15]1[NH:16][C:17]([C:20]2[CH:25]=[CH:24][C:23](Br)=[CH:22][CH:21]=2)=[CH:18][N:19]=1)=[O:7])([CH3:4])([CH3:3])[CH3:2].[B:27]1([B:27]2[O:31][C:30]([CH3:33])([CH3:32])[C:29]([CH3:35])([CH3:34])[O:28]2)[O:31][C:30]([CH3:33])([CH3:32])[C:29]([CH3:35])([CH3:34])[O:28]1.C([O-])(=O)C.[K+], predict the reaction product. The product is: [C:1]([O:5][C:6]([N:8]1[CH2:12][C@@H:11]([O:13][CH3:14])[CH2:10][C@H:9]1[C:15]1[NH:19][CH:18]=[C:17]([C:20]2[CH:25]=[CH:24][C:23]([B:27]3[O:31][C:30]([CH3:33])([CH3:32])[C:29]([CH3:35])([CH3:34])[O:28]3)=[CH:22][CH:21]=2)[N:16]=1)=[O:7])([CH3:4])([CH3:3])[CH3:2]. (7) Given the reactants [Br:1][C:2]1[C:3]([C:10]2[CH:15]=[CH:14][C:13]([Cl:16])=[CH:12][CH:11]=2)=[CH:4][C:5]([NH:8][NH2:9])=[N:6][CH:7]=1.[F:17][C:18]([F:30])([F:29])[C:19]1[N:24]=[CH:23][C:22]([CH2:25][C:26](O)=[O:27])=[CH:21][CH:20]=1.F[P-](F)(F)(F)(F)F.Br[P+](N1CCCC1)(N1CCCC1)N1CCCC1.C(N(C(C)C)C(C)C)C, predict the reaction product. The product is: [Br:1][C:2]1[C:3]([C:10]2[CH:11]=[CH:12][C:13]([Cl:16])=[CH:14][CH:15]=2)=[CH:4][C:5]([NH:8][NH:9][C:26](=[O:27])[CH2:25][C:22]2[CH:23]=[N:24][C:19]([C:18]([F:17])([F:30])[F:29])=[CH:20][CH:21]=2)=[N:6][CH:7]=1.